From a dataset of Catalyst prediction with 721,799 reactions and 888 catalyst types from USPTO. Predict which catalyst facilitates the given reaction. (1) Reactant: Cl[C:2]1[S:6][N:5]=[C:4]([S:7][CH3:8])[N:3]=1.Cl[C:10]1[CH:15]=[CH:14][N:13]=[CH:12][C:11]=1[CH2:16][OH:17].[H-].[Na+].[Cl-:20].[NH4+]. Product: [Cl:20][C:14]1[N:13]=[CH:12][C:11]([CH2:16][O:17][C:2]2[S:6][N:5]=[C:4]([S:7][CH3:8])[N:3]=2)=[CH:10][CH:15]=1. The catalyst class is: 9. (2) Reactant: [OH:1][CH2:2][C@H:3]([C:22]1[CH:27]=[CH:26][CH:25]=[CH:24][CH:23]=1)[CH:4]([C:12]1[CH:21]=[CH:20][C:19]2[C:14](=[CH:15][CH:16]=[CH:17][CH:18]=2)[CH:13]=1)[CH2:5][NH:6][C:7](=O)OCC.[H-].[H-].[H-].[H-].[Li+].[Al+3].Cl.C1(C2CO2)C=CC=CC=1. Product: [CH3:7][NH:6][CH2:5][CH:4]([C:12]1[CH:21]=[CH:20][C:19]2[C:14](=[CH:15][CH:16]=[CH:17][CH:18]=2)[CH:13]=1)[C@@H:3]([C:22]1[CH:27]=[CH:26][CH:25]=[CH:24][CH:23]=1)[CH2:2][OH:1]. The catalyst class is: 1. (3) Reactant: [C:1]1([CH2:11][C:12]([OH:14])=O)[C:10]2[C:5](=[CH:6][CH:7]=[CH:8][CH:9]=2)[CH:4]=[CH:3][CH:2]=1.S(Cl)(Cl)=O.[Cl-].[Al+3].[Cl-].[Cl-]. Product: [C:12]1(=[O:14])[C:9]2=[C:10]3[C:5](=[CH:6][CH:7]=[CH:8]2)[CH:4]=[CH:3][CH:2]=[C:1]3[CH2:11]1. The catalyst class is: 4. (4) Reactant: [CH3:1][O:2][C:3](=[O:14])[C:4]1[CH:9]=[CH:8][C:7]([OH:10])=[CH:6][C:5]=1[N+:11]([O-])=O.C([O-])=O.[NH4+]. Product: [CH3:1][O:2][C:3](=[O:14])[C:4]1[CH:9]=[CH:8][C:7]([OH:10])=[CH:6][C:5]=1[NH2:11]. The catalyst class is: 19. (5) Reactant: [CH3:1][O:2][C:3]1[CH:4]=[C:5]2[C:10](=[CH:11][C:12]=1[O:13][CH3:14])[N:9]=[CH:8][N:7]=[C:6]2[S:15][C:16]1[CH:17]=[C:18]([CH:20]=[CH:21][CH:22]=1)[NH2:19].[CH:23]([C:26]1[CH:30]=[C:29]([NH:31][C:32](=O)[O:33]C2C=CC=CC=2)[N:28]([C:41]2[CH:46]=[CH:45][CH:44]=[CH:43][CH:42]=2)[N:27]=1)([CH3:25])[CH3:24]. Product: [CH3:1][O:2][C:3]1[CH:4]=[C:5]2[C:10](=[CH:11][C:12]=1[O:13][CH3:14])[N:9]=[CH:8][N:7]=[C:6]2[S:15][C:16]1[CH:17]=[C:18]([NH:19][C:32]([NH:31][C:29]2[N:28]([C:41]3[CH:42]=[CH:43][CH:44]=[CH:45][CH:46]=3)[N:27]=[C:26]([CH:23]([CH3:25])[CH3:24])[CH:30]=2)=[O:33])[CH:20]=[CH:21][CH:22]=1. The catalyst class is: 230. (6) Reactant: [C:9](O[C:9]([O:11][C:12]([CH3:15])([CH3:14])[CH3:13])=[O:10])([O:11][C:12]([CH3:15])([CH3:14])[CH3:13])=[O:10].CCN(C(C)C)C(C)C.[Br:25][C:26]1[CH:34]=[C:33]2[C:29]([C:30]([CH2:36][OH:37])([CH3:35])[CH2:31][NH:32]2)=[CH:28][CH:27]=1. Product: [C:12]([O:11][C:9]([N:32]1[C:33]2[C:29](=[CH:28][CH:27]=[C:26]([Br:25])[CH:34]=2)[C:30]([CH2:36][OH:37])([CH3:35])[CH2:31]1)=[O:10])([CH3:13])([CH3:14])[CH3:15]. The catalyst class is: 2. (7) Reactant: [C:1]([C:5]1[CH:6]=[C:7]([C:11]2([NH:20]C(=O)OC(C)(C)C)[CH2:19][CH2:18][C:17]3[C:13](=[CH:14][NH:15][N:16]=3)[CH2:12]2)[CH:8]=[CH:9][CH:10]=1)([CH3:4])([CH3:3])[CH3:2].Cl. Product: [C:1]([C:5]1[CH:6]=[C:7]([C:11]2([NH2:20])[CH2:19][CH2:18][C:17]3[C:13](=[CH:14][NH:15][N:16]=3)[CH2:12]2)[CH:8]=[CH:9][CH:10]=1)([CH3:4])([CH3:2])[CH3:3]. The catalyst class is: 12. (8) Reactant: [C:1]([O:5][C:6](CC1C=CC(C(O)=O)=CC=1)=[O:7])([CH3:4])([CH3:3])[CH3:2].[CH:18]1[CH:19]=[CH:20][C:21]2N(O)[N:25]=[N:24][C:22]=2[CH:23]=1.CC[N:30]([CH:34](C)C)C(C)C.C(Cl)CCl.[C:41]1(NN)[CH:46]=[CH:45][CH:44]=[CH:43][CH:42]=1.[C:49](=O)(O)[O-:50].[Na+]. Product: [C:1]([O:5][C:6]([NH:30][CH2:34][C:41]1[CH:46]=[CH:45][C:44]([C:49]([NH:25][NH:24][C:22]2[CH:23]=[CH:18][CH:19]=[CH:20][CH:21]=2)=[O:50])=[CH:43][CH:42]=1)=[O:7])([CH3:2])([CH3:3])[CH3:4]. The catalyst class is: 3.